The task is: Predict the reactants needed to synthesize the given product.. This data is from Full USPTO retrosynthesis dataset with 1.9M reactions from patents (1976-2016). (1) Given the product [OH:1][C:2]([CH:6]1[CH2:9][CH:8]([CH2:10][C:11]([NH2:24])=[O:12])[C:7]1([CH3:15])[CH3:14])([C:4]#[CH:5])[CH3:3], predict the reactants needed to synthesize it. The reactants are: [OH:1][C:2]([CH:6]1[CH2:9][CH:8]([CH2:10][C:11](O)=[O:12])[C:7]1([CH3:15])[CH3:14])([C:4]#[CH:5])[CH3:3].[Cl-].[NH4+].[B-](F)(F)(F)F.C[N:24](C(ON1N=NC2C1=CC=CC=2)=[N+](C)C)C.C(N(CC)C(C)C)(C)C. (2) Given the product [CH3:1][O:2][C:3]1[CH:4]=[C:5]([CH2:13][CH2:14][C:15]([Cl:20])=[O:17])[CH:6]=[CH:7][C:8]=1[O:9][CH2:10][C:11]#[CH:12], predict the reactants needed to synthesize it. The reactants are: [CH3:1][O:2][C:3]1[CH:4]=[C:5]([CH2:13][CH2:14][C:15]([OH:17])=O)[CH:6]=[CH:7][C:8]=1[O:9][CH2:10][C:11]#[CH:12].S(Cl)([Cl:20])=O.C1(C)C=CC=CC=1. (3) Given the product [CH2:19]([O:18][C:16](=[O:17])[CH2:15][CH2:14][CH2:13][CH:9]1[C:10]2[C:5](=[C:4]([CH3:28])[C:3]([C:1]([NH:30][OH:31])=[NH:2])=[CH:12][CH:11]=2)[CH2:6][CH2:7][N:8]1[C:21]([O:23][C:24]([CH3:27])([CH3:26])[CH3:25])=[O:22])[CH3:20], predict the reactants needed to synthesize it. The reactants are: [C:1]([C:3]1[C:4]([CH3:28])=[C:5]2[C:10](=[CH:11][CH:12]=1)[CH:9]([CH2:13][CH2:14][CH2:15][C:16]([O:18][CH2:19][CH3:20])=[O:17])[N:8]([C:21]([O:23][C:24]([CH3:27])([CH3:26])[CH3:25])=[O:22])[CH2:7][CH2:6]2)#[N:2].Cl.[NH2:30][OH:31].C(=O)(O)[O-].[Na+]. (4) Given the product [F:40][C:16]([F:15])([F:39])[C:17]1[N:21]2[N:22]=[C:23]([N:26]3[CH2:27][CH2:28][N:29]([C:32]4[CH:37]=[CH:36][C:35]([O:38][CH2:42][CH2:43][CH2:44][N:45]5[CH2:50][CH2:49][N:48]([C:51]([O:53][C:54]([CH3:55])([CH3:57])[CH3:56])=[O:52])[CH2:47][CH2:46]5)=[CH:34][CH:33]=4)[CH2:30][CH2:31]3)[CH:24]=[CH:25][C:20]2=[N:19][N:18]=1, predict the reactants needed to synthesize it. The reactants are: CC(OC(/N=N/C(OC(C)C)=O)=O)C.[F:15][C:16]([F:40])([F:39])[C:17]1[N:21]2[N:22]=[C:23]([N:26]3[CH2:31][CH2:30][N:29]([C:32]4[CH:37]=[CH:36][C:35]([OH:38])=[CH:34][CH:33]=4)[CH2:28][CH2:27]3)[CH:24]=[CH:25][C:20]2=[N:19][N:18]=1.O[CH2:42][CH2:43][CH2:44][N:45]1[CH2:50][CH2:49][N:48]([C:51]([O:53][C:54]([CH3:57])([CH3:56])[CH3:55])=[O:52])[CH2:47][CH2:46]1.C1(P(C2C=CC=CC=2)C2C=CC=CC=2)C=CC=CC=1. (5) Given the product [CH3:1][O:2][C:3]1[CH:4]=[CH:5][C:6]([NH:7][C:8]2[CH:20]=[C:19]([C:21]3[CH:26]=[CH:25][CH:24]=[CH:23][CH:22]=3)[CH:18]=[CH:17][C:9]=2[C:10]([OH:12])=[O:11])=[CH:27][CH:28]=1, predict the reactants needed to synthesize it. The reactants are: [CH3:1][O:2][C:3]1[CH:28]=[CH:27][C:6]([NH:7][C:8]2[CH:20]=[C:19]([C:21]3[CH:26]=[CH:25][CH:24]=[CH:23][CH:22]=3)[CH:18]=[CH:17][C:9]=2[C:10]([O:12]C(C)(C)C)=[O:11])=[CH:5][CH:4]=1. (6) Given the product [OH:18][CH2:17][C:14]1[CH:13]=[C:12]([C:11]2[C:6]([NH:5][C:3](=[O:4])[C:2]([CH3:22])([CH3:1])[CH3:23])=[N:7][CH:8]=[CH:9][CH:10]=2)[O:16][N:15]=1, predict the reactants needed to synthesize it. The reactants are: [CH3:1][C:2]([CH3:23])([CH3:22])[C:3]([NH:5][C:6]1[C:11]([C:12]2[O:16][N:15]=[C:14]([C:17](OCC)=[O:18])[CH:13]=2)=[CH:10][CH:9]=[CH:8][N:7]=1)=[O:4].[BH4-].[Na+].Cl.[OH-].[Na+]. (7) Given the product [CH3:35][O:36][C:37]1[CH:38]=[CH:39][C:40]([C:43]([N:45]=[C:46]=[S:47])=[O:44])=[CH:41][CH:42]=1.[Cl:12][C:13]1[CH:19]=[C:18]([O:20][C:21]2[C:30]3[C:25](=[CH:26][C:27]([O:33][CH3:34])=[C:28]([O:31][CH3:32])[CH:29]=3)[N:24]=[CH:23][CH:22]=2)[CH:17]=[CH:16][C:14]=1[NH:15][C:46]([NH:45][C:43](=[O:44])[C:40]1[CH:41]=[CH:42][C:37]([O:36][CH3:35])=[CH:38][CH:39]=1)=[S:47], predict the reactants needed to synthesize it. The reactants are: COC1C=CC(C(Cl)=O)=CC=1.[Cl:12][C:13]1[CH:19]=[C:18]([O:20][C:21]2[C:30]3[C:25](=[CH:26][C:27]([O:33][CH3:34])=[C:28]([O:31][CH3:32])[CH:29]=3)[N:24]=[CH:23][CH:22]=2)[CH:17]=[CH:16][C:14]=1[NH2:15].[CH3:35][O:36][C:37]1[CH:42]=[CH:41][C:40]([C:43]([N:45]=[C:46]=[S:47])=[O:44])=[CH:39][CH:38]=1.